Task: Regression/Classification. Given a drug SMILES string, predict its toxicity properties. Task type varies by dataset: regression for continuous values (e.g., LD50, hERG inhibition percentage) or binary classification for toxic/non-toxic outcomes (e.g., AMES mutagenicity, cardiotoxicity, hepatotoxicity). Dataset: herg_karim.. Dataset: hERG potassium channel inhibition data for cardiac toxicity prediction from Karim et al. (1) The compound is CC(C)C(=O)N(Cc1ccccc1-c1ccccc1)[C@H]1CCNC1. The result is 1 (blocker). (2) The molecule is CN(C)CC(c1ccc(O)cc1)C1(O)CCCCC1. The result is 0 (non-blocker). (3) The molecule is NC1=N[C@@]2(c3cc(NC(=O)c4ccc(F)cn4)ccc3F)COC[C@H]2CS1. The result is 0 (non-blocker). (4) The compound is C[N+](C)CCCN1c2ccccc2Sc2ccc(Cl)cc21. The result is 0 (non-blocker).